This data is from Forward reaction prediction with 1.9M reactions from USPTO patents (1976-2016). The task is: Predict the product of the given reaction. Given the reactants Br[C:2]1[CH:3]=[C:4]([CH:8]=[C:9]([O:11][C:12]([F:15])([F:14])[F:13])[CH:10]=1)[C:5]([OH:7])=[O:6].[N-:16]=[N+]=[N-].[Na+].CNCCNC.P([O-])([O-])([O-])=O.[K+].[K+].[K+], predict the reaction product. The product is: [NH2:16][C:2]1[CH:3]=[C:4]([CH:8]=[C:9]([O:11][C:12]([F:15])([F:14])[F:13])[CH:10]=1)[C:5]([OH:7])=[O:6].